Dataset: Full USPTO retrosynthesis dataset with 1.9M reactions from patents (1976-2016). Task: Predict the reactants needed to synthesize the given product. Given the product [Cl:6][C:7]1[CH:12]=[C:11]([F:13])[CH:10]=[CH:9][C:8]=1[NH:14][C:15]([C:17]1[CH:21]=[C:20]([I:31])[N:19]([S:22]([C:25]2[CH:26]=[CH:27][CH:28]=[CH:29][CH:30]=2)(=[O:23])=[O:24])[N:18]=1)=[O:16], predict the reactants needed to synthesize it. The reactants are: [Li]CCCC.[Cl:6][C:7]1[CH:12]=[C:11]([F:13])[CH:10]=[CH:9][C:8]=1[NH:14][C:15]([C:17]1[CH:21]=[CH:20][N:19]([S:22]([C:25]2[CH:30]=[CH:29][CH:28]=[CH:27][CH:26]=2)(=[O:24])=[O:23])[N:18]=1)=[O:16].[I:31]I.